Dataset: Full USPTO retrosynthesis dataset with 1.9M reactions from patents (1976-2016). Task: Predict the reactants needed to synthesize the given product. The reactants are: C(OC([N:8]1[CH2:12][CH2:11][CH:10]([NH:13][C:14]([C:16]2[S:17][CH:18]=[CH:19][C:20]=2[NH:21][C:22]2[CH:27]=[CH:26][N:25]=[C:24]3[NH:28][CH:29]=[CH:30][C:23]=23)=[O:15])[CH2:9]1)=O)(C)(C)C.[NH2:31][CH2:32]CC1N=CNC=1. Given the product [NH:31]1[CH:32]=[C:12]([CH2:11][CH2:10][NH:13][C:14]([C:16]2[S:17][CH:18]=[CH:19][C:20]=2[NH:21][C:22]2[CH:27]=[CH:26][N:25]=[C:24]3[NH:28][CH:29]=[CH:30][C:23]=23)=[O:15])[N:8]=[CH:9]1, predict the reactants needed to synthesize it.